This data is from Full USPTO retrosynthesis dataset with 1.9M reactions from patents (1976-2016). The task is: Predict the reactants needed to synthesize the given product. (1) Given the product [CH3:1][N:2]([CH3:35])[C:3]1[CH:4]=[CH:5][C:6]([C:9]2[N:18]=[C:17]([O:19][CH2:20][C@@H:21]3[CH2:25][NH:24][C:23](=[O:34])[CH2:22]3)[C:12]3=[N:13][CH:14]=[CH:15][N:16]=[C:11]3[CH:10]=2)=[CH:7][CH:8]=1, predict the reactants needed to synthesize it. The reactants are: [CH3:1][N:2]([CH3:35])[C:3]1[CH:8]=[CH:7][C:6]([C:9]2[N:18]=[C:17]([O:19][CH2:20][C@@H:21]3[CH2:25][N:24]([C@H](C4C=CC=CC=4)C)[C:23](=[O:34])[CH2:22]3)[C:12]3=[N:13][CH:14]=[CH:15][N:16]=[C:11]3[CH:10]=2)=[CH:5][CH:4]=1. (2) Given the product [CH:20]([O:19][C:10]1[CH:11]=[CH:12][C:13]([S:15]([CH3:18])(=[O:17])=[O:16])=[CH:14][C:9]=1[C:7]([N:4]1[CH2:5][CH2:6][CH:2]([O:1][S:24]([CH3:23])(=[O:26])=[O:25])[CH2:3]1)=[O:8])([CH3:22])[CH3:21], predict the reactants needed to synthesize it. The reactants are: [OH:1][CH:2]1[CH2:6][CH2:5][N:4]([C:7]([C:9]2[CH:14]=[C:13]([S:15]([CH3:18])(=[O:17])=[O:16])[CH:12]=[CH:11][C:10]=2[O:19][CH:20]([CH3:22])[CH3:21])=[O:8])[CH2:3]1.[CH3:23][S:24](Cl)(=[O:26])=[O:25]. (3) Given the product [CH3:101][O:102][C:29]1[C:34]([O:35][C:36]2[CH:37]=[C:38]([NH:42][C:58](=[O:61])[CH:97]=[CH2:92])[CH:39]=[CH:40][CH:41]=2)=[N:33][C:32]([NH:15][C:14]2[CH:16]=[CH:17][C:11]([N:8]3[CH2:9][CH2:10][N:5]([CH2:4][CH2:3][O:2][CH3:1])[CH2:6][CH2:7]3)=[CH:12][CH:13]=2)=[N:31][CH:30]=1, predict the reactants needed to synthesize it. The reactants are: [CH3:1][O:2][CH2:3][CH2:4][N:5]1[CH2:10][CH2:9][N:8]([C:11]2[CH:17]=[CH:16][C:14]([NH2:15])=[CH:13][CH:12]=2)[CH2:7][CH2:6]1.C(OCN1[C:30]2[N:31]=[C:32](NC3C=CC(OCCOC)=C(F)C=3)[N:33]=[C:34]([O:35][C:36]3[CH:41]=[CH:40][CH:39]=[C:38]([N+:42]([O-])=O)[CH:37]=3)[C:29]=2C=C1)(=O)C(C)(C)C.[C:58]([O-:61])([O-])=O.[K+].[K+].C1(P([CH:92]2[CH2:97]CCCC2)C2C=CC=CC=2C2C(C(C)C)=CC(C(C)C)=CC=2C(C)C)CCCCC1.C(Cl)Cl.[CH3:101][OH:102]. (4) Given the product [CH:7]1[N:6]=[CH:5][N:4]2[C:8]=1[C:9]1[CH:14]=[CH:13][CH:12]=[CH:11][C:10]=1[O:15][CH2:2][CH2:3]2, predict the reactants needed to synthesize it. The reactants are: O[CH2:2][CH2:3][N:4]1[C:8]([C:9]2[CH:14]=[CH:13][CH:12]=[CH:11][C:10]=2[OH:15])=[CH:7][N:6]=[CH:5]1.C1C=CC(P(C2C=CC=CC=2)C2C=CC=CC=2)=CC=1.CCOC(/N=N/C(OCC)=O)=O. (5) Given the product [Cl:1][C:2]1[CH:3]=[C:4]([NH:8][C:9]([C:11]2[CH:15]=[N:14][O:13][N:12]=2)=[S:25])[CH:5]=[CH:6][CH:7]=1, predict the reactants needed to synthesize it. The reactants are: [Cl:1][C:2]1[CH:3]=[C:4]([NH:8][C:9]([C:11]2[CH:15]=[N:14][O:13][N:12]=2)=O)[CH:5]=[CH:6][CH:7]=1.COC1C=CC(P2(=S)SP(C3C=CC(OC)=CC=3)(=S)[S:25]2)=CC=1. (6) Given the product [C:11]1([S:17]([N:20]2[C:24]3=[N:25][CH:26]=[C:27]([C:29]4[CH:34]=[CH:33][CH:32]=[C:31]([F:35])[CH:30]=4)[CH:28]=[C:23]3[CH:22]=[C:21]2[CH2:2][CH3:3])(=[O:19])=[O:18])[CH:16]=[CH:15][CH:14]=[CH:13][CH:12]=1, predict the reactants needed to synthesize it. The reactants are: [Li][C:2](C)(C)[CH3:3].CCCCC.[C:11]1([S:17]([N:20]2[C:24]3=[N:25][CH:26]=[C:27]([C:29]4[CH:34]=[CH:33][CH:32]=[C:31]([F:35])[CH:30]=4)[CH:28]=[C:23]3[CH:22]=[CH:21]2)(=[O:19])=[O:18])[CH:16]=[CH:15][CH:14]=[CH:13][CH:12]=1.C(I)C. (7) Given the product [Cl:1][C:2]1[CH:7]=[CH:6][C:5]([S:8]([CH2:9][CH2:10][C:11]([O:13][CH3:14])=[O:12])=[O:35])=[C:4]([NH:15][S:16]([C:19]2[CH:24]=[CH:23][C:22]([Cl:25])=[CH:21][C:20]=2[F:26])(=[O:18])=[O:17])[CH:3]=1, predict the reactants needed to synthesize it. The reactants are: [Cl:1][C:2]1[CH:7]=[CH:6][C:5]([S:8][CH2:9][CH2:10][C:11]([O:13][CH3:14])=[O:12])=[C:4]([NH:15][S:16]([C:19]2[CH:24]=[CH:23][C:22]([Cl:25])=[CH:21][C:20]=2[F:26])(=[O:18])=[O:17])[CH:3]=1.C1C=C(Cl)C=C(C(OO)=[O:35])C=1. (8) Given the product [ClH:34].[C:1]([C@@:3]1([CH2:32][CH3:33])[CH2:7][CH2:6][N:5]([C:8]2[CH:13]=[CH:12][N:11]=[C:10]([NH:14][C:15]3[CH:27]=[CH:26][C:18]([C:19]([OH:21])=[O:20])=[C:17]([O:28][CH2:29][CH3:30])[CH:16]=3)[N:9]=2)[C:4]1=[O:31])#[N:2], predict the reactants needed to synthesize it. The reactants are: [C:1]([C@@:3]1([CH2:32][CH3:33])[CH2:7][CH2:6][N:5]([C:8]2[CH:13]=[CH:12][N:11]=[C:10]([NH:14][C:15]3[CH:27]=[CH:26][C:18]([C:19]([O:21]C(C)(C)C)=[O:20])=[C:17]([O:28][CH2:29][CH3:30])[CH:16]=3)[N:9]=2)[C:4]1=[O:31])#[N:2].[ClH:34]. (9) Given the product [CH3:1][O:2][C:3]([C:4]1[NH:14][C:11]2=[CH:10][N:9]=[CH:8][C:7]([Br:13])=[C:6]2[CH:5]=1)=[O:25], predict the reactants needed to synthesize it. The reactants are: [CH3:1][O:2][C:3](=[O:25])[C:4]([NH:14]C(OCC1C=CC=CC=1)=O)=[CH:5][C:6]1[C:11](Br)=[CH:10][N:9]=[CH:8][C:7]=1[Br:13].C(=O)([O-])[O-].[K+].[K+].N1CCC[C@H]1C(O)=O.